This data is from CYP2C9 inhibition data for predicting drug metabolism from PubChem BioAssay. The task is: Regression/Classification. Given a drug SMILES string, predict its absorption, distribution, metabolism, or excretion properties. Task type varies by dataset: regression for continuous measurements (e.g., permeability, clearance, half-life) or binary classification for categorical outcomes (e.g., BBB penetration, CYP inhibition). Dataset: cyp2c9_veith. (1) The compound is CC(C)c1ccc2nc3sc(C(=O)N4CCc5ccccc5C4)c(N)c3cc2c1. The result is 1 (inhibitor). (2) The drug is CCOC(=O)N1CCC(NC(=O)CS(=O)(=O)Cc2nc(-c3cccc(OC)c3)oc2C)CC1. The result is 1 (inhibitor). (3) The compound is N#Cc1ccc(CN2CCCC3(CCN(C(=O)c4ccco4)CC3)C2)cc1. The result is 1 (inhibitor). (4) The drug is O=C(O)/C=C\C(=O)Nc1ccc2c(c1)C(=O)c1cc(F)ccc1-2. The result is 0 (non-inhibitor). (5) The compound is O=C(O)/C=C1\CCCc2ccccc2[C@H]1O. The result is 1 (inhibitor). (6) The compound is O=C1CC2(CCCC2)CC(=O)N1CCNC[C@H]1COc2ccccc2O1. The result is 0 (non-inhibitor). (7) The compound is c1ccn(-c2ccc(N3CCOCC3)cc2)c1. The result is 0 (non-inhibitor).